This data is from Forward reaction prediction with 1.9M reactions from USPTO patents (1976-2016). The task is: Predict the product of the given reaction. (1) Given the reactants [CH:1]1([CH2:4][O:5][C:6]2[CH:11]=[CH:10][C:9]([F:12])=[CH:8][C:7]=2[C:13]2[CH:18]=[CH:17][N:16]=[C:15]3[C:19]([C:31]([OH:33])=O)=[C:20]([CH3:30])[N:21]([CH2:22][O:23][CH2:24][CH2:25][Si:26]([CH3:29])([CH3:28])[CH3:27])[C:14]=23)[CH2:3][CH2:2]1.[NH2:34][CH:35]1[CH2:40][CH2:39][N:38]([C:41]([O:43][C:44]([CH3:47])([CH3:46])[CH3:45])=[O:42])[CH2:37][CH2:36]1, predict the reaction product. The product is: [CH:1]1([CH2:4][O:5][C:6]2[CH:11]=[CH:10][C:9]([F:12])=[CH:8][C:7]=2[C:13]2[CH:18]=[CH:17][N:16]=[C:15]3[C:19]([C:31]([NH:34][CH:35]4[CH2:36][CH2:37][N:38]([C:41]([O:43][C:44]([CH3:47])([CH3:46])[CH3:45])=[O:42])[CH2:39][CH2:40]4)=[O:33])=[C:20]([CH3:30])[N:21]([CH2:22][O:23][CH2:24][CH2:25][Si:26]([CH3:28])([CH3:27])[CH3:29])[C:14]=23)[CH2:3][CH2:2]1. (2) Given the reactants [CH:1]([S:4][C:5]1[CH:13]=[CH:12][C:11]([S:14]([CH3:17])(=[O:16])=[O:15])=[CH:10][C:6]=1[C:7]([OH:9])=O)([CH3:3])[CH3:2].CN(C(ON1N=NC2C=CC=CC1=2)=[N+](C)C)C.[B-](F)(F)(F)F.C(N(C(C)C)C(C)C)C.[F:49][C:50]1[C:51]([N:60]2[CH2:65][CH2:64][NH:63][CH2:62][CH2:61]2)=[N:52][CH:53]=[C:54]([C:56]([F:59])([F:58])[F:57])[CH:55]=1, predict the reaction product. The product is: [F:49][C:50]1[C:51]([N:60]2[CH2:65][CH2:64][N:63]([C:7]([C:6]3[CH:10]=[C:11]([S:14]([CH3:17])(=[O:16])=[O:15])[CH:12]=[CH:13][C:5]=3[S:4][CH:1]([CH3:2])[CH3:3])=[O:9])[CH2:62][CH2:61]2)=[N:52][CH:53]=[C:54]([C:56]([F:57])([F:58])[F:59])[CH:55]=1. (3) Given the reactants [CH3:1][C:2]([Si:5]([CH3:19])([CH3:18])[O:6][CH2:7][C@@H:8]1[CH2:17][N:16]2[C@H:11]([CH2:12][O:13][CH2:14][CH2:15]2)[CH2:10][NH:9]1)([CH3:4])[CH3:3].[C:20]1([CH:26]=O)[CH:25]=[CH:24][CH:23]=[CH:22][CH:21]=1.CC(O)=O.C(O[BH-](OC(=O)C)OC(=O)C)(=O)C.[Na+].C([O-])(O)=O.[Na+], predict the reaction product. The product is: [CH3:4][C:2]([Si:5]([CH3:19])([CH3:18])[O:6][CH2:7][C@@H:8]1[CH2:17][N:16]2[C@H:11]([CH2:12][O:13][CH2:14][CH2:15]2)[CH2:10][N:9]1[CH2:26][C:20]1[CH:25]=[CH:24][CH:23]=[CH:22][CH:21]=1)([CH3:1])[CH3:3]. (4) Given the reactants Cl[C:2]1[N:11]=[C:10]([OH:12])[C:9]2[C:4](=[CH:5][C:6]([O:15][CH3:16])=[C:7]([O:13][CH3:14])[CH:8]=2)[N:3]=1.[CH2:17]([O:19][C:20]([C:22]1([CH2:28][C:29]2[CH:34]=[CH:33][CH:32]=[CH:31][CH:30]=2)[CH2:27][CH2:26][NH:25][CH2:24][CH2:23]1)=[O:21])[CH3:18].Cl.CCN(C(C)C)C(C)C, predict the reaction product. The product is: [CH2:17]([O:19][C:20]([C:22]1([CH2:28][C:29]2[CH:30]=[CH:31][CH:32]=[CH:33][CH:34]=2)[CH2:23][CH2:24][N:25]([C:2]2[N:11]=[C:10]([OH:12])[C:9]3[C:4](=[CH:5][C:6]([O:15][CH3:16])=[C:7]([O:13][CH3:14])[CH:8]=3)[N:3]=2)[CH2:26][CH2:27]1)=[O:21])[CH3:18]. (5) The product is: [F:18][C:19]1[CH:24]=[CH:23][C:22]([S:25]([N:1]2[CH2:6][CH2:5][CH:4]([NH:7][C:8]([NH:10][C:11]3[CH:12]=[CH:13][C:14]([F:17])=[CH:15][CH:16]=3)=[O:9])[CH2:3][CH2:2]2)(=[O:27])=[O:26])=[CH:21][CH:20]=1. Given the reactants [NH:1]1[CH2:6][CH2:5][CH:4]([NH:7][C:8]([NH:10][C:11]2[CH:16]=[CH:15][C:14]([F:17])=[CH:13][CH:12]=2)=[O:9])[CH2:3][CH2:2]1.[F:18][C:19]1[CH:24]=[CH:23][C:22]([S:25](Cl)(=[O:27])=[O:26])=[CH:21][CH:20]=1.O.ClCCl, predict the reaction product. (6) Given the reactants [N:1]1[CH:6]=[CH:5][CH:4]=[CH:3][C:2]=1[CH:7](OS(C)(=O)=O)[CH3:8].[N:14]1[CH:19]=[CH:18][CH:17]=[CH:16][C:15]=1[CH:20]([NH:22][CH2:23][CH2:24][CH2:25][CH2:26][N:27]1[C:35](=[O:36])[C:34]2[C:29](=[CH:30][CH:31]=[CH:32][CH:33]=2)[C:28]1=[O:37])[CH3:21].CCN(C(C)C)C(C)C, predict the reaction product. The product is: [N:1]1[CH:6]=[CH:5][CH:4]=[CH:3][C:2]=1[CH:7]([N:22]([CH:20]([C:15]1[CH:16]=[CH:17][CH:18]=[CH:19][N:14]=1)[CH3:21])[CH2:23][CH2:24][CH2:25][CH2:26][N:27]1[C:35](=[O:36])[C:34]2[C:29](=[CH:30][CH:31]=[CH:32][CH:33]=2)[C:28]1=[O:37])[CH3:8].